Binary Classification. Given a drug SMILES string, predict its activity (active/inactive) in a high-throughput screening assay against a specified biological target. From a dataset of M1 muscarinic receptor antagonist screen with 61,756 compounds. (1) The drug is O1c2cc(C3NC(=O)NC(=C3C(OCC)=O)C)ccc2OCC1. The result is 0 (inactive). (2) The compound is O=C(NCCCNCc1ccccc1)/C=N/O. The result is 0 (inactive).